The task is: Predict the reactants needed to synthesize the given product.. This data is from Retrosynthesis with 50K atom-mapped reactions and 10 reaction types from USPTO. The reactants are: CN=C=O.FC(F)(F)c1cc(CO[C@H]2CCNC[C@H]2Cc2ccccc2)cc(C(F)(F)F)c1. Given the product CNC(=O)N1CC[C@H](OCc2cc(C(F)(F)F)cc(C(F)(F)F)c2)[C@H](Cc2ccccc2)C1, predict the reactants needed to synthesize it.